This data is from Reaction yield outcomes from USPTO patents with 853,638 reactions. The task is: Predict the reaction yield, written as a fraction of the theoretical maximum amount of product (1.0 means a 100% yield; for example, 0.34 means a 34% yield). (1) The reactants are [CH:1]([C:3]1[CH:8]=[CH:7][CH:6]=[CH:5][C:4]=1B(O)O)=[O:2].[CH3:12][C:13]1[CH:17]=[C:16]([NH:18][S:19]([C:22]2[S:23][C:24](Br)=[CH:25][CH:26]=2)(=[O:21])=[O:20])[O:15][N:14]=1. No catalyst specified. The product is [CH3:12][C:13]1[CH:17]=[C:16]([NH:18][S:19]([C:22]2[S:23][C:24]([C:4]3[CH:5]=[CH:6][CH:7]=[CH:8][C:3]=3[CH:1]=[O:2])=[CH:25][CH:26]=2)(=[O:21])=[O:20])[O:15][N:14]=1. The yield is 0.280. (2) The reactants are [C:1]([O:4][CH2:5][C:6]1[NH:7][CH:8]=[C:9]([O:13][CH2:14][C:15]2[CH:20]=[CH:19][C:18]([O:21][CH3:22])=[CH:17][CH:16]=2)[C:10](=[O:12])[CH:11]=1)(=[O:3])[CH3:2].C(N(CC)CC)C.[F:30][C:31]([F:44])([F:43])[S:32](O[S:32]([C:31]([F:44])([F:43])[F:30])(=[O:34])=[O:33])(=[O:34])=[O:33].O. The catalyst is ClCCl. The product is [C:1]([O:4][CH2:5][C:6]1[CH:11]=[C:10]([O:12][S:32]([C:31]([F:44])([F:43])[F:30])(=[O:34])=[O:33])[C:9]([O:13][CH2:14][C:15]2[CH:16]=[CH:17][C:18]([O:21][CH3:22])=[CH:19][CH:20]=2)=[CH:8][N:7]=1)(=[O:3])[CH3:2]. The yield is 0.700. (3) The reactants are [CH2:1]([CH:8]1[CH2:13][CH2:12][N:11](C(OC(C)(C)C)=O)[CH:10]([CH3:21])[CH2:9]1)[C:2]1[CH:7]=[CH:6][CH:5]=[CH:4][CH:3]=1.[ClH:22]. The catalyst is O1CCOCC1. The product is [ClH:22].[CH2:1]([CH:8]1[CH2:13][CH2:12][NH:11][CH:10]([CH3:21])[CH2:9]1)[C:2]1[CH:7]=[CH:6][CH:5]=[CH:4][CH:3]=1. The yield is 0.980.